Task: Predict the reactants needed to synthesize the given product.. Dataset: Full USPTO retrosynthesis dataset with 1.9M reactions from patents (1976-2016) (1) Given the product [BrH:9].[CH3:4][C:3]1([CH3:5])[NH:6][C:8]([NH2:7])=[N:1][CH2:2]1, predict the reactants needed to synthesize it. The reactants are: [NH2:1][CH2:2][C:3]([NH2:6])([CH3:5])[CH3:4].[N:7]#[C:8][Br:9]. (2) Given the product [CH:1]1([C:4]2[NH:8][C:7]3[C:9]([C:15]([NH:17][CH2:18][CH2:19][C:20]4[CH:21]=[CH:22][C:23]([S:26](=[O:28])(=[O:29])[NH2:27])=[CH:24][CH:25]=4)=[O:16])=[CH:10][CH:11]=[C:12]([OH:13])[C:6]=3[N:5]=2)[CH2:3][CH2:2]1, predict the reactants needed to synthesize it. The reactants are: [CH:1]1([C:4]2[NH:8][C:7]3[C:9]([C:15]([NH:17][CH2:18][CH2:19][C:20]4[CH:25]=[CH:24][C:23]([S:26](=[O:29])(=[O:28])[NH2:27])=[CH:22][CH:21]=4)=[O:16])=[CH:10][CH:11]=[C:12]([O:13]C)[C:6]=3[N:5]=2)[CH2:3][CH2:2]1.B(Br)(Br)Br. (3) The reactants are: [N+](C1C=C([C:10]2[CH:11]=[C:12](CC3C=CN=CC=3)[CH:13]=[C:14]3[C:19]=2[N:18]=[CH:17][CH:16]=[CH:15]3)C=CC=1)([O-])=O.O.[NH4+].[Cl-]. Given the product [N:18]1[C:19]2[C:14](=[CH:13][CH:12]=[CH:11][CH:10]=2)[CH:15]=[CH:16][CH:17]=1, predict the reactants needed to synthesize it. (4) Given the product [C:23]([OH:30])(=[O:29])[CH2:24][CH2:25][C:26]([OH:28])=[O:27].[Cl:1][C:2]1[CH:3]=[CH:4][C:5]([O:6][CH2:7][CH2:8][CH2:9][O:10][NH:11][C:12]([NH:14][C:15]([NH:17][CH:18]([CH3:19])[CH3:20])=[NH:16])=[NH:13])=[CH:21][CH:22]=1.[Cl:1][C:2]1[CH:3]=[CH:4][C:5]([O:6][CH2:7][CH2:8][CH2:9][O:10][NH:11][C:12]([NH:14][C:15]([NH:17][CH:18]([CH3:19])[CH3:20])=[NH:16])=[NH:13])=[CH:21][CH:22]=1, predict the reactants needed to synthesize it. The reactants are: [Cl:1][C:2]1[CH:22]=[CH:21][C:5]([O:6][CH2:7][CH2:8][CH2:9][O:10][NH:11][C:12]([NH:14][C:15]([NH:17][CH:18]([CH3:20])[CH3:19])=[NH:16])=[NH:13])=[CH:4][CH:3]=1.[C:23]([OH:30])(=[O:29])[CH2:24][CH2:25][C:26]([OH:28])=[O:27].O. (5) Given the product [ClH:13].[CH:1]1[C:10]2[C:5](=[CH:6][CH:7]=[CH:8][CH:9]=2)[CH:4]=[CH:3][C:2]=1[N:11]1[CH2:18][CH2:17][NH:16][CH2:15][CH2:14]1, predict the reactants needed to synthesize it. The reactants are: [CH:1]1[C:10]2[C:5](=[CH:6][CH:7]=[CH:8][CH:9]=2)[CH:4]=[CH:3][C:2]=1[NH2:11].Cl.[Cl:13][CH2:14][CH2:15][NH:16][CH2:17][CH2:18]Cl. (6) Given the product [C:1]([O:5][C:6](=[O:33])/[CH:7]=[CH:8]/[C:9]1[C:14](=[O:15])[N:13]2[CH:16]=[CH:17][C:18]([C:20](=[O:31])[NH:21][C:22]3[S:23][CH:24]=[C:25]([C:27]([CH3:28])([CH3:30])[CH3:29])[N:26]=3)=[CH:19][C:12]2=[N:11][C:10]=1[N:63]1[CH2:62][CH2:61][N:68]([C:51](=[O:53])[CH2:50][CH2:49][CH2:48][CH2:47][N:46]([CH3:45])[CH3:54])[CH2:67][CH2:65]1)([CH3:3])([CH3:2])[CH3:4], predict the reactants needed to synthesize it. The reactants are: [C:1]([O:5][C:6](=[O:33])/[CH:7]=[CH:8]/[C:9]1[C:14](=[O:15])[N:13]2[CH:16]=[CH:17][C:18]([C:20](=[O:31])[NH:21][C:22]3[S:23][CH:24]=[C:25]([C:27]([CH3:30])([CH3:29])[CH3:28])[N:26]=3)=[CH:19][C:12]2=[N:11][C:10]=1O)([CH3:4])([CH3:3])[CH3:2].S(Cl)(C1C=CC(C)=CC=1)(=O)=O.[CH3:45][N:46]([CH3:54])[CH2:47][CH2:48][CH2:49][CH2:50][C:51]([OH:53])=O.CCN=C=NC[CH2:61][CH2:62][N:63]([CH3:65])C.Cl.[CH3:67][N:68](C)C=O.